This data is from Full USPTO retrosynthesis dataset with 1.9M reactions from patents (1976-2016). The task is: Predict the reactants needed to synthesize the given product. (1) Given the product [CH2:13]([O:12][CH2:11][CH2:10][N:7]1[C:8](=[O:9])[C@@H:2]([NH:1][C:30](=[O:31])[CH:29]([CH3:28])[C:33]([NH:35][CH2:36][C:37]([F:42])([F:43])[C:38]([F:39])([F:40])[F:41])=[O:34])[C:3]2[CH:27]=[CH:26][CH:25]=[CH:24][C:4]=2[C:5]2[CH:23]=[CH:22][CH:21]=[CH:20][C:6]1=2)[C:14]1[CH:19]=[CH:18][CH:17]=[CH:16][CH:15]=1, predict the reactants needed to synthesize it. The reactants are: [NH2:1][C@@H:2]1[C:8](=[O:9])[N:7]([CH2:10][CH2:11][O:12][CH2:13][C:14]2[CH:19]=[CH:18][CH:17]=[CH:16][CH:15]=2)[C:6]2[CH:20]=[CH:21][CH:22]=[CH:23][C:5]=2[C:4]2[CH:24]=[CH:25][CH:26]=[CH:27][C:3]1=2.[CH3:28][CH:29]([C:33]([NH:35][CH2:36][C:37]([F:43])([F:42])[C:38]([F:41])([F:40])[F:39])=[O:34])[C:30](O)=[O:31]. (2) Given the product [Br:2][CH2:6][C:7]1[S:8][C:9]2[C:15]([C:16]3[CH:17]=[C:18]([CH:24]=[CH:25][CH:26]=3)[C:19]([O:21][CH2:22][CH3:23])=[O:20])=[CH:14][CH:13]=[CH:12][C:10]=2[CH:11]=1, predict the reactants needed to synthesize it. The reactants are: P(Br)(Br)[Br:2].O[CH2:6][C:7]1[S:8][C:9]2[C:15]([C:16]3[CH:17]=[C:18]([CH:24]=[CH:25][CH:26]=3)[C:19]([O:21][CH2:22][CH3:23])=[O:20])=[CH:14][CH:13]=[CH:12][C:10]=2[CH:11]=1. (3) The reactants are: S1C2C=CC=CC=2NC1=[O:10].[Cl:11][CH:12]([CH3:24])[CH2:13][C:14]1[CH:23]=[CH:22][C:17]2[NH:18][C:19](=[O:21])[S:20][C:16]=2[CH:15]=1.[F:25][C:26]([F:40])([F:39])[C:27]1[CH:28]=[C:29]([N:33]2[CH2:38][CH2:37][NH:36][CH2:35][CH2:34]2)[CH:30]=[CH:31][CH:32]=1.C(N(CC)CC)C. Given the product [Cl:11][CH:12]([CH3:24])[CH2:13][C:14]1[CH:23]=[CH:22][C:17]2[NH:18][C:19](=[O:21])[S:20][C:16]=2[CH:15]=1.[ClH:11].[F:40][C:26]([F:25])([F:39])[C:27]1[CH:28]=[C:29]([N:33]2[CH2:38][CH2:37][N:36]([CH:12]([CH3:24])[C:13]([C:14]3[CH:23]=[CH:22][C:17]4[NH:18][C:19](=[O:21])[S:20][C:16]=4[CH:15]=3)=[O:10])[CH2:35][CH2:34]2)[CH:30]=[CH:31][CH:32]=1, predict the reactants needed to synthesize it. (4) The reactants are: [Br:1][C:2]1[CH:13]=[C:6]2[C:7]([O:9]C(=O)[NH:11][C:5]2=[CH:4][CH:3]=1)=O.Cl.[NH2:15][CH:16]1[CH2:21][CH2:20][C:19](=[O:22])[NH:18][C:17]1=[O:23].C(N(CC)CC)C.C(O)(=O)C. Given the product [NH2:11][C:5]1[CH:4]=[CH:3][C:2]([Br:1])=[CH:13][C:6]=1[C:7]([NH:15][CH:16]1[CH2:21][CH2:20][C:19](=[O:22])[NH:18][C:17]1=[O:23])=[O:9], predict the reactants needed to synthesize it. (5) Given the product [CH3:17][O:16][C:13]1[CH:14]=[CH:15][C:10]([C:9]([C:4]2[C:3](=[O:20])[C:27]3[C:22](=[CH:23][CH:24]=[CH:25][CH:26]=3)[NH:21][CH:5]=2)=[O:19])=[CH:11][C:12]=1[CH3:18], predict the reactants needed to synthesize it. The reactants are: CO[C:3](=[O:20])[C:4]([C:9](=[O:19])[C:10]1[CH:15]=[CH:14][C:13]([O:16][CH3:17])=[C:12]([CH3:18])[CH:11]=1)=[CH:5]OCC.[NH2:21][C:22]1[CH:27]=[CH:26][CH:25]=[CH:24][CH:23]=1. (6) Given the product [CH2:29]([O:28][CH2:27][N:23]1[C:22](=[O:36])[CH2:21][N:20]([C:10]2[C:9]([O:8][CH2:1][C:2]3[CH:3]=[CH:4][CH:5]=[CH:6][CH:7]=3)=[CH:18][C:17]3[CH2:16][C:15](=[O:19])[CH2:14][CH2:13][C:12]=3[CH:11]=2)[S:24]1(=[O:25])=[O:26])[C:30]1[CH:35]=[CH:34][CH:33]=[CH:32][CH:31]=1, predict the reactants needed to synthesize it. The reactants are: [CH2:1]([O:8][C:9]1[C:10]([N:20]2[S:24](=[O:26])(=[O:25])[N:23]([CH2:27][O:28][CH2:29][C:30]3[CH:35]=[CH:34][CH:33]=[CH:32][CH:31]=3)[C:22](=[O:36])[CH2:21]2)=[CH:11][C:12]2[CH2:13][CH2:14][CH:15]([OH:19])[CH2:16][C:17]=2[CH:18]=1)[C:2]1[CH:7]=[CH:6][CH:5]=[CH:4][CH:3]=1.CC(OI1(OC(C)=O)(OC(C)=O)OC(=O)C2C=CC=CC1=2)=O. (7) Given the product [Cl:20][C:17]1[CH:18]=[CH:19][C:14]([NH:13][C:6]2[C:7]3[C:12](=[CH:11][CH:10]=[CH:9][CH:8]=3)[C:3]([NH:21][CH2:22][C:23]3[CH:28]=[CH:27][N:26]=[CH:25][CH:24]=3)=[N:4][N:5]=2)=[CH:15][CH:16]=1, predict the reactants needed to synthesize it. The reactants are: Cl.Cl[C:3]1[C:12]2[C:7](=[CH:8][CH:9]=[CH:10][CH:11]=2)[C:6]([NH:13][C:14]2[CH:19]=[CH:18][C:17]([Cl:20])=[CH:16][CH:15]=2)=[N:5][N:4]=1.[NH2:21][CH2:22][C:23]1[CH:28]=[CH:27][N:26]=[CH:25][CH:24]=1.